From a dataset of Forward reaction prediction with 1.9M reactions from USPTO patents (1976-2016). Predict the product of the given reaction. (1) Given the reactants [CH3:1][N:2]1[CH2:6][CH2:5][CH2:4][C@H:3]1[CH2:7][C:8]1[CH:16]=[C:15]2[C:11]([CH:12]=[CH:13]N2)=CC=1.[BH3-][C:18]#[N:19].[Na+].[O:21]1[CH2:26][CH2:25][C:24](=O)[CH2:23][CH2:22]1.[OH-].[K+].Cl[CH2:31]Cl, predict the reaction product. The product is: [CH3:1][N:2]1[CH2:6][CH2:5][CH2:4][C@H:3]1[CH2:7][CH:8]1[CH2:16][C:15]2[C:18](=[CH:31][CH:13]=[CH:12][CH:11]=2)[N:19]1[CH:24]1[CH2:25][CH2:26][O:21][CH2:22][CH2:23]1. (2) Given the reactants [NH2:1][C:2]1[CH:7]=[CH:6][CH:5]=[CH:4][C:3]=1[C:8]([C:10]1[CH:15]=[CH:14][CH:13]=[C:12]([O:16][CH3:17])[CH:11]=1)=O.[C:18](#[N:20])[CH3:19].[H-].[Na+].O, predict the reaction product. The product is: [CH3:17][O:16][C:12]1[CH:11]=[C:10]([C:8]2[C:3]3[C:2](=[CH:7][CH:6]=[CH:5][CH:4]=3)[N:1]=[C:18]([NH2:20])[CH:19]=2)[CH:15]=[CH:14][CH:13]=1. (3) The product is: [CH3:41][C:21]1([CH3:42])[O:20][C:19]([NH:18][C@H:11]([C:12]2[CH:17]=[CH:16][CH:15]=[CH:14][CH:13]=2)[CH2:10][CH2:9][OH:8])=[N:24][S:23](=[O:26])(=[O:25])[CH:22]1[C:27]1[CH:32]=[CH:31][C:30]([CH3:43])=[CH:29][CH:28]=1. Given the reactants [Si]([O:8][CH2:9][CH2:10][C@H:11]([NH:18][C:19]1[O:20][C:21]([CH3:42])([CH3:41])[CH:22]([C:27]2[CH:32]=[CH:31][C:30](OS(C(F)(F)F)(=O)=O)=[CH:29][CH:28]=2)[S:23](=[O:26])(=[O:25])[N:24]=1)[C:12]1[CH:17]=[CH:16][CH:15]=[CH:14][CH:13]=1)(C(C)(C)C)(C)C.[CH3:43][Al](C)C.CO, predict the reaction product. (4) The product is: [C:31]1([C@H:29]([NH:28][CH:24]2[CH2:25][CH2:26][CH2:27][CH:22]([C:19]3[CH:18]=[CH:17][C:16]([N:41]4[CH2:45][CH2:44][CH2:43][C:42]4=[O:46])=[CH:21][CH:20]=3)[CH2:23]2)[CH3:30])[C:40]2[C:35](=[CH:36][CH:37]=[CH:38][CH:39]=2)[CH:34]=[CH:33][CH:32]=1. Given the reactants IC1C=CC(C2CCCC(=O)C2)=CC=1.I[C:16]1[CH:21]=[CH:20][C:19]([CH:22]2[CH2:27][CH2:26][CH2:25][CH:24]([NH:28][CH:29]([C:31]3[C:40]4[C:35](=[CH:36][CH:37]=[CH:38][CH:39]=4)[CH:34]=[CH:33][CH:32]=3)[CH3:30])[CH2:23]2)=[CH:18][CH:17]=1.[NH:41]1[CH2:45][CH2:44][CH2:43][C:42]1=[O:46].NCC(O)=O.[O-]P([O-])([O-])=O.[K+].[K+].[K+], predict the reaction product. (5) Given the reactants [N:1]1([C:10]2[S:14][C:13]([C:15](OC)=[O:16])=[C:12]([O:19][CH:20]([CH3:22])[CH3:21])[CH:11]=2)[C:5]2[CH:6]=[CH:7][CH:8]=[CH:9][C:4]=2[N:3]=[CH:2]1.[NH3:23], predict the reaction product. The product is: [N:1]1([C:10]2[S:14][C:13]([C:15]([NH2:23])=[O:16])=[C:12]([O:19][CH:20]([CH3:22])[CH3:21])[CH:11]=2)[C:5]2[CH:6]=[CH:7][CH:8]=[CH:9][C:4]=2[N:3]=[CH:2]1. (6) Given the reactants Br[C:2]1[CH:7]=[CH:6][C:5]([N:8]2[CH2:13][CH2:12][N:11]([CH2:14][C:15]3[CH:24]=[N:23][C:22]4[N:21]5[CH2:25][CH2:26][CH2:27][CH2:28][C@H:20]5[C:19](=[O:29])[NH:18][C:17]=4[CH:16]=3)[CH2:10][CH2:9]2)=[CH:4][CH:3]=1.[CH3:30][O:31][C:32]1[CH:37]=[C:36](B(O)O)[CH:35]=[CH:34][N:33]=1.C(=O)(O)[O-].[Na+], predict the reaction product. The product is: [CH3:30][O:31][C:32]1[CH:37]=[C:36]([C:2]2[CH:3]=[CH:4][C:5]([N:8]3[CH2:9][CH2:10][N:11]([CH2:14][C:15]4[CH:24]=[N:23][C:22]5[N:21]6[CH2:25][CH2:26][CH2:27][CH2:28][C@H:20]6[C:19](=[O:29])[NH:18][C:17]=5[CH:16]=4)[CH2:12][CH2:13]3)=[CH:6][CH:7]=2)[CH:35]=[CH:34][N:33]=1.